Dataset: Catalyst prediction with 721,799 reactions and 888 catalyst types from USPTO. Task: Predict which catalyst facilitates the given reaction. Reactant: [F:1][C:2]1[CH:7]=[C:6](F)[CH:5]=[CH:4][C:3]=1[N+:9]([O-:11])=[O:10].[C:12]([O:22][C:23]([CH3:26])([CH3:25])[CH3:24])(=[O:21])[CH2:13][C:14]([O:16][C:17]([CH3:20])([CH3:19])[CH3:18])=[O:15].[H-].[Na+].Cl. Product: [F:1][C:2]1[CH:7]=[C:6]([CH:13]([C:14]([O:16][C:17]([CH3:20])([CH3:19])[CH3:18])=[O:15])[C:12]([O:22][C:23]([CH3:26])([CH3:24])[CH3:25])=[O:21])[CH:5]=[CH:4][C:3]=1[N+:9]([O-:11])=[O:10]. The catalyst class is: 1.